From a dataset of Full USPTO retrosynthesis dataset with 1.9M reactions from patents (1976-2016). Predict the reactants needed to synthesize the given product. (1) Given the product [CH2:1]([C:3]1[C:11]2[S:47](=[O:51])(=[O:48])[CH2:9][CH:8]([C:12]3[CH:17]=[CH:16][C:15]([CH:18]([CH3:20])[CH3:19])=[CH:14][CH:13]=3)[C:7]=2[C:6]([CH3:21])=[C:5]([NH:22][C:23](=[O:29])[CH2:24][C:25]([CH3:27])([CH3:26])[CH3:28])[C:4]=1[CH3:30])[CH3:2], predict the reactants needed to synthesize it. The reactants are: [CH2:1]([C:3]1[C:11]2S[CH2:9][CH:8]([C:12]3[CH:17]=[CH:16][C:15]([CH:18]([CH3:20])[CH3:19])=[CH:14][CH:13]=3)[C:7]=2[C:6]([CH3:21])=[C:5]([NH:22][C:23](=[O:29])[CH2:24][C:25]([CH3:28])([CH3:27])[CH3:26])[C:4]=1[CH3:30])[CH3:2].C(=O)([O-])O.[Na+].ClC1C=CC=C(C(OO)=O)C=1.[S:47]([O-:51])(O)(=O)=[O:48].[Na+]. (2) Given the product [C:9]([O:13][C:14](=[O:21])[NH:15][C@@H:16]1[CH2:20][CH2:19][N:18]([C:5]2[CH:4]=[CH:3][C:2]([Br:1])=[CH:7][N:6]=2)[CH2:17]1)([CH3:12])([CH3:10])[CH3:11], predict the reactants needed to synthesize it. The reactants are: [Br:1][C:2]1[CH:3]=[CH:4][C:5](F)=[N:6][CH:7]=1.[C:9]([O:13][C:14](=[O:21])[NH:15][C@@H:16]1[CH2:20][CH2:19][NH:18][CH2:17]1)([CH3:12])([CH3:11])[CH3:10].